The task is: Predict the reactants needed to synthesize the given product.. This data is from Full USPTO retrosynthesis dataset with 1.9M reactions from patents (1976-2016). (1) Given the product [F:15][C:16]1[C:21]([CH:22]([C:10]2[C:9]3[C:13](=[CH:14][C:6]([O:5][CH2:4][CH2:3][O:2][CH3:1])=[CH:7][CH:8]=3)[NH:12][CH:11]=2)[CH2:23][N+:24]([O-:26])=[O:25])=[CH:20][CH:19]=[CH:18][C:17]=1[NH:27][C:28](=[O:37])[O:29][CH2:30][C:31]1[CH:36]=[CH:35][CH:34]=[CH:33][CH:32]=1, predict the reactants needed to synthesize it. The reactants are: [CH3:1][O:2][CH2:3][CH2:4][O:5][C:6]1[CH:14]=[C:13]2[C:9]([CH:10]=[CH:11][NH:12]2)=[CH:8][CH:7]=1.[F:15][C:16]1[C:21](/[CH:22]=[CH:23]/[N+:24]([O-:26])=[O:25])=[CH:20][CH:19]=[CH:18][C:17]=1[NH:27][C:28](=[O:37])[O:29][CH2:30][C:31]1[CH:36]=[CH:35][CH:34]=[CH:33][CH:32]=1. (2) Given the product [C:19]([OH:24])(=[O:23])[C:20]([OH:22])=[O:21].[C:1]([O:5][C:6](=[O:18])[CH2:7][CH2:8][C:9]1[CH:14]=[CH:13][C:12]([OH:15])=[CH:11][C:10]=1[CH2:16][NH2:17])([CH3:4])([CH3:2])[CH3:3], predict the reactants needed to synthesize it. The reactants are: [C:1]([O:5][C:6](=[O:18])[CH2:7][CH2:8][C:9]1[CH:14]=[CH:13][C:12]([OH:15])=[CH:11][C:10]=1[CH2:16][NH2:17])([CH3:4])([CH3:3])[CH3:2].[C:19]([OH:24])(=[O:23])[C:20]([OH:22])=[O:21]. (3) The reactants are: [CH:1]([NH:4][C:5](=[O:16])[NH:6][C:7]1C=C(C=CN=1)C(O)=O)([CH3:3])[CH3:2].N[C:18]1[CH:19]=[C:20]([CH:26]=[CH:27]N=1)[C:21]([O:23]CC)=[O:22].NC1C=CC(C(OC)=O)=CC=1. Given the product [CH:1]([NH:4][C:5](=[O:16])[NH:6][C:7]1[CH:18]=[CH:19][C:20]([C:21]([OH:23])=[O:22])=[CH:26][CH:27]=1)([CH3:3])[CH3:2], predict the reactants needed to synthesize it. (4) Given the product [CH2:1]([CH:3]([NH:8][NH:9][C:18]([C:20]1[CH:38]=[CH:37][C:23]2[O:24][CH2:25][C@H:26]([CH2:28][OH:29])[O:27][C:22]=2[C:21]=1[CH3:39])=[O:17])[C:4]([CH3:7])([CH3:6])[CH3:5])[CH3:2], predict the reactants needed to synthesize it. The reactants are: [CH2:1]([CH:3]([NH:8][NH2:9])[C:4]([CH3:7])([CH3:6])[CH3:5])[CH3:2].FC1C([O:17][C:18]([C:20]2[CH:38]=[CH:37][C:23]3[O:24][CH2:25][C@@H:26]([C:28](C)(C)[O:29][SiH2]C(C)(C)C)[O:27][C:22]=3[C:21]=2[CH3:39])=O)=C(F)C(F)=C(F)C=1F. (5) Given the product [C:8]([C:4]1[CH:5]=[CH:6][CH:7]=[C:2]([O:10][CH2:11][CH3:12])[N:3]=1)#[N:9], predict the reactants needed to synthesize it. The reactants are: Cl[C:2]1[CH:7]=[CH:6][CH:5]=[C:4]([C:8]#[N:9])[N:3]=1.[O-:10][CH2:11][CH3:12].[Na+]. (6) The reactants are: Br[C:2]1[CH:3]=[C:4]([CH:8]=[CH:9][C:10]=1[CH3:11])[C:5]([OH:7])=[O:6].C[Mg+].[Br-].CC[O:17][CH2:18]C.[Li]CCCC.CCCCCC.Cl.C[OH:33]. Given the product [CH3:11][C:10]1[CH:9]=[CH:8][C:4]([C:5]([OH:7])=[O:6])=[CH:3][C:2]=1[C:18]([OH:17])=[O:33], predict the reactants needed to synthesize it.